From a dataset of Forward reaction prediction with 1.9M reactions from USPTO patents (1976-2016). Predict the product of the given reaction. (1) Given the reactants [OH-].[Na+].CO.[F:5][C:6]1[CH:30]=[CH:29][C:9]([NH:10][C:11]2[CH:20]=[C:19]([CH2:21][S:22][C:23]3[CH:28]=[CH:27][CH:26]=[CH:25][CH:24]=3)[CH:18]=[CH:17][C:12]=2[C:13]([O:15]C)=[O:14])=[CH:8][CH:7]=1, predict the reaction product. The product is: [F:5][C:6]1[CH:30]=[CH:29][C:9]([NH:10][C:11]2[CH:20]=[C:19]([CH2:21][S:22][C:23]3[CH:28]=[CH:27][CH:26]=[CH:25][CH:24]=3)[CH:18]=[CH:17][C:12]=2[C:13]([OH:15])=[O:14])=[CH:8][CH:7]=1. (2) Given the reactants CON(C)[C:4](=[O:18])[CH:5]([O:16][CH3:17])[C:6]1[CH:15]=[CH:14][C:9]2[N:10]([CH3:13])[N:11]=[N:12][C:8]=2[CH:7]=1.[Br:20][C:21]1[C:26]([O:27][CH3:28])=[CH:25][C:24]([C:29]2[O:30][CH:31]=[CH:32][CH:33]=2)=[CH:23][C:22]=1[O:34][CH3:35], predict the reaction product. The product is: [Br:20][C:21]1[C:22]([O:34][CH3:35])=[CH:23][C:24]([C:29]2[O:30][C:31]([C:4](=[O:18])[CH:5]([O:16][CH3:17])[C:6]3[CH:15]=[CH:14][C:9]4[N:10]([CH3:13])[N:11]=[N:12][C:8]=4[CH:7]=3)=[CH:32][CH:33]=2)=[CH:25][C:26]=1[O:27][CH3:28]. (3) Given the reactants [CH3:1][C:2]1[C:6]([CH2:7][CH2:8][CH2:9][OH:10])=[CH:5][N:4]([C:11]2[CH:16]=[CH:15][C:14]([C:17]([F:20])([F:19])[F:18])=[CH:13][N:12]=2)[N:3]=1.O[C:22]1[CH:23]=[C:24]([CH:34]=[CH:35][CH:36]=1)[O:25][C:26]([CH3:33])([CH3:32])[C:27]([O:29]CC)=[O:28].C(P(CCCC)CCCC)CCC.N(C(N1CCCCC1)=O)=NC(N1CCCCC1)=O, predict the reaction product. The product is: [CH3:33][C:26]([O:25][C:24]1[CH:34]=[CH:35][CH:36]=[C:22]([O:10][CH2:9][CH2:8][CH2:7][C:6]2[C:2]([CH3:1])=[N:3][N:4]([C:11]3[CH:16]=[CH:15][C:14]([C:17]([F:19])([F:20])[F:18])=[CH:13][N:12]=3)[CH:5]=2)[CH:23]=1)([CH3:32])[C:27]([OH:29])=[O:28].